From a dataset of Peptide-MHC class I binding affinity with 185,985 pairs from IEDB/IMGT. Regression. Given a peptide amino acid sequence and an MHC pseudo amino acid sequence, predict their binding affinity value. This is MHC class I binding data. (1) The peptide sequence is VTRQIHNPR. The MHC is HLA-B58:01 with pseudo-sequence HLA-B58:01. The binding affinity (normalized) is 0.0847. (2) The peptide sequence is TLRFKTKAL. The MHC is HLA-A30:01 with pseudo-sequence HLA-A30:01. The binding affinity (normalized) is 0.213. (3) The peptide sequence is TDSPETHHY. The MHC is HLA-A23:01 with pseudo-sequence HLA-A23:01. The binding affinity (normalized) is 0. (4) The peptide sequence is EVKTCTWPK. The MHC is HLA-A33:01 with pseudo-sequence HLA-A33:01. The binding affinity (normalized) is 0.802. (5) The peptide sequence is EKLKKKSAF. The binding affinity (normalized) is 0.0847. The MHC is HLA-A23:01 with pseudo-sequence HLA-A23:01. (6) The peptide sequence is MELSLRAIQ. The MHC is HLA-A02:19 with pseudo-sequence HLA-A02:19. The binding affinity (normalized) is 0.0847. (7) The peptide sequence is TPGPGIRYPL. The MHC is HLA-A01:01 with pseudo-sequence HLA-A01:01. The binding affinity (normalized) is 0.